From a dataset of Reaction yield outcomes from USPTO patents with 853,638 reactions. Predict the reaction yield, written as a fraction of the theoretical maximum amount of product (1.0 means a 100% yield; for example, 0.34 means a 34% yield). (1) The reactants are [CH:1]([C:3]1(O)[CH:10]2[CH2:11][CH:6]3[CH2:7][CH:8]([CH2:12][CH:4]1[CH2:5]3)[CH2:9]2)=[CH2:2].[C:14](OC)([O:18]C)([O:16][CH3:17])[CH3:15]. The product is [CH:4]12[CH2:12][CH:8]3[CH2:7][CH:6]([CH2:11][CH:10]([CH2:9]3)[C:3]1=[CH:1][CH2:2][CH2:15][C:14]([O:16][CH3:17])=[O:18])[CH2:5]2. The catalyst is C(O)(=O)CC. The yield is 0.820. (2) The reactants are [F:1][C:2]1[CH:3]=[C:4]([N+:8]([O-:10])=[O:9])[CH:5]=[CH:6][CH:7]=1.[Cl:11]N1C(=O)CCC1=O.C[Si]([N-][Si](C)(C)C)(C)C.[Na+]. The catalyst is C1COCC1. The product is [Cl:11][C:3]1[C:2]([F:1])=[CH:7][CH:6]=[CH:5][C:4]=1[N+:8]([O-:10])=[O:9]. The yield is 0.0920. (3) The reactants are [NH2:1][C:2]1[CH:10]=[C:9]([O:11][CH3:12])[CH:8]=[C:7]([O:13][CH3:14])[C:3]=1[C:4]([NH2:6])=[O:5].[O:15]([CH2:23][CH2:24][O:25][C:26]1[C:33]([CH3:34])=[CH:32][C:29]([CH:30]=O)=[CH:28][C:27]=1[CH3:35])[Si](C(C)(C)C)(C)C.II.C(=O)([O-])[O-].[K+].[K+]. The catalyst is CN(C)C=O. The product is [OH:15][CH2:23][CH2:24][O:25][C:26]1[C:33]([CH3:34])=[CH:32][C:29]([C:30]2[NH:6][C:4](=[O:5])[C:3]3[C:2](=[CH:10][C:9]([O:11][CH3:12])=[CH:8][C:7]=3[O:13][CH3:14])[N:1]=2)=[CH:28][C:27]=1[CH3:35]. The yield is 0.390. (4) The reactants are S(Cl)(Cl)=O.[NH2:5][C@H:6]1[CH2:11][CH2:10][CH2:9][C@H:8]([C:12]([OH:14])=[O:13])[CH2:7]1.[CH3:15]O. No catalyst specified. The product is [NH2:5][C@H:6]1[CH2:11][CH2:10][CH2:9][C@H:8]([C:12]([O:14][CH3:15])=[O:13])[CH2:7]1. The yield is 0.909. (5) The reactants are CO[C:3](=[O:13])[C:4]1[C:9]([I:10])=[CH:8][CH:7]=[CH:6][C:5]=1[CH2:11]Br.[CH3:14][CH:15]([NH2:24])[CH2:16][CH2:17][C:18]1[CH:23]=[CH:22][CH:21]=[CH:20][CH:19]=1.C([O-])([O-])=O.[K+].[K+].C(OCC)(=O)C. The catalyst is C1(C)C=CC=CC=1.CCCCCC. The product is [I:10][C:9]1[CH:8]=[CH:7][CH:6]=[C:5]2[C:4]=1[C:3](=[O:13])[N:24]([CH:15]([CH3:14])[CH2:16][CH2:17][C:18]1[CH:23]=[CH:22][CH:21]=[CH:20][CH:19]=1)[CH2:11]2. The yield is 0.840.